This data is from Reaction yield outcomes from USPTO patents with 853,638 reactions. The task is: Predict the reaction yield, written as a fraction of the theoretical maximum amount of product (1.0 means a 100% yield; for example, 0.34 means a 34% yield). (1) The reactants are [Br:1][C:2]1[CH:3]=[C:4]2[C:8](=[CH:9][CH:10]=1)[N:7]([CH2:11][CH:12]1[CH2:17][CH2:16][N:15](C(OC(C)(C)C)=O)[CH2:14][CH2:13]1)[CH:6]=[CH:5]2.[ClH:25].CO. The catalyst is O1CCOCC1.ClCCl. The product is [ClH:25].[Br:1][C:2]1[CH:3]=[C:4]2[C:8](=[CH:9][CH:10]=1)[N:7]([CH2:11][CH:12]1[CH2:13][CH2:14][NH:15][CH2:16][CH2:17]1)[CH:6]=[CH:5]2. The yield is 0.850. (2) The reactants are [C:1]([CH:4]=[CH:5][C:6]([OH:8])=[O:7])(=[O:3])[CH3:2].[CH2:9]=[CH:10][C:11](=[CH2:13])[CH3:12].C(O)(=O)C=C. The catalyst is Cl[Ti](Cl)(Cl)Cl. The product is [C:1]([CH:4]1[CH:5]([C:6]([OH:8])=[O:7])[CH2:12][C:11]([CH3:13])=[CH:10][CH2:9]1)(=[O:3])[CH3:2]. The yield is 0.820. (3) The reactants are [Br:1]Br.[NH2:3][C:4]1[N:12]=[CH:11][CH:10]=[CH:9][C:5]=1[C:6]([OH:8])=[O:7]. The catalyst is C(O)(=O)C. The product is [BrH:1].[NH2:3][C:4]1[N:12]=[CH:11][C:10]([Br:1])=[CH:9][C:5]=1[C:6]([OH:8])=[O:7]. The yield is 0.930.